Predict the reactants needed to synthesize the given product. From a dataset of Full USPTO retrosynthesis dataset with 1.9M reactions from patents (1976-2016). (1) The reactants are: C1([O:7][C:8](=O)[NH:9][C:10]2[CH:15]=[C:14]([O:16][C:17]3[CH:22]=[CH:21][C:20]([NH:23][C:24]([C:26]4([C:29](=[O:38])[NH:30][C:31]5[CH:36]=[CH:35][C:34]([F:37])=[CH:33][CH:32]=5)[CH2:28][CH2:27]4)=[O:25])=[CH:19][C:18]=3[F:39])[N:13]=[CH:12][N:11]=2)C=CC=CC=1.[CH3:41][N:42]1[CH2:47][CH2:46][CH:45]([NH:48][CH3:49])[CH2:44][CH2:43]1. Given the product [F:39][C:18]1[CH:19]=[C:20]([NH:23][C:24]([C:26]2([C:29]([NH:30][C:31]3[CH:32]=[CH:33][C:34]([F:37])=[CH:35][CH:36]=3)=[O:38])[CH2:28][CH2:27]2)=[O:25])[CH:21]=[CH:22][C:17]=1[O:16][C:14]1[CH:15]=[C:10]([NH:9][C:8]([N:48]([CH3:49])[CH:45]2[CH2:46][CH2:47][N:42]([CH3:41])[CH2:43][CH2:44]2)=[O:7])[N:11]=[CH:12][N:13]=1, predict the reactants needed to synthesize it. (2) Given the product [Cl:17][C:10]1[C:4]([C:5]([N:7]([CH3:9])[CH3:8])=[O:6])=[C:3]([OH:1])[C:13]([N+:14]([O-:16])=[O:15])=[CH:12][CH:11]=1, predict the reactants needed to synthesize it. The reactants are: [OH2:1].Cl[C:3]1[C:13]([N+:14]([O-:16])=[O:15])=[CH:12][CH:11]=[C:10]([Cl:17])[C:4]=1[C:5]([N:7]([CH3:9])[CH3:8])=[O:6].[H-].[Na+].Cl. (3) Given the product [CH:1]1([NH:4][C:5]([NH:39][C:36]2[CH:37]=[CH:38][C:33]([O:32][C:31]3[C:26]4[CH:25]=[C:24]([C:18]5[CH:19]=[CH:20][CH:21]=[CH:22][CH:23]=5)[NH:40][C:27]=4[N:28]=[CH:29][N:30]=3)=[CH:34][CH:35]=2)=[O:6])[CH2:3][CH2:2]1, predict the reactants needed to synthesize it. The reactants are: [CH:1]1([NH:4][C:5](=O)[O:6]C2C=CC=CC=2)[CH2:3][CH2:2]1.CS(C)=O.[C:18]1([C:24]2[NH:40][C:27]3[N:28]=[CH:29][N:30]=[C:31]([O:32][C:33]4[CH:38]=[CH:37][C:36]([NH2:39])=[CH:35][CH:34]=4)[C:26]=3[CH:25]=2)[CH:23]=[CH:22][CH:21]=[CH:20][CH:19]=1. (4) Given the product [CH2:1]([N:3]([C@H:28]1[CH2:29][CH2:30][C@@H:31]([N:34]2[CH2:35][CH2:36][O:37][CH2:38][CH2:39]2)[CH2:32][CH2:33]1)[C:4]1[C:19]2[CH2:18][CH:17]=[CH:16][CH2:15][CH2:14][C:13]3[CH:20]=[C:21]([CH3:26])[NH:22][C:23](=[O:24])[C:12]=3[CH2:11][NH:10][C:9](=[O:27])[C:8]=2[CH:7]=[CH:6][CH:5]=1)[CH3:2], predict the reactants needed to synthesize it. The reactants are: [CH2:1]([N:3]([C@H:28]1[CH2:33][CH2:32][C@@H:31]([N:34]2[CH2:39][CH2:38][O:37][CH2:36][CH2:35]2)[CH2:30][CH2:29]1)[C:4]1[C:19]2[CH2:18][CH:17]=[CH:16][CH2:15][CH2:14][C:13]3[CH:20]=[C:21]([CH3:26])[N:22]=[C:23]([O:24]C)[C:12]=3[CH2:11][NH:10][C:9](=[O:27])[C:8]=2[CH:7]=[CH:6][CH:5]=1)[CH3:2].Cl.CO.C(Cl)Cl. (5) Given the product [F:1][C:2]1[CH:3]=[C:4]([CH2:8][CH2:9][NH:10][C:11]2[S:12][C:13](=[CH:22][C:24]3[N:25]=[C:26]4[C:31](=[CH:32][CH:33]=3)[N:30]=[CH:29][C:28]([C:34]#[N:35])=[CH:27]4)[C:14](=[O:16])[N:15]=2)[CH:5]=[CH:6][CH:7]=1, predict the reactants needed to synthesize it. The reactants are: [F:1][C:2]1[CH:3]=[C:4]([CH2:8][CH2:9][NH:10][C:11]2[S:12][CH2:13][C:14](=[O:16])[N:15]=2)[CH:5]=[CH:6][CH:7]=1.C(O[Na])(C)=O.[CH:22]([C:24]1[N:25]=[C:26]2[C:31](=[CH:32][CH:33]=1)[N:30]=[CH:29][C:28]([C:34]#[N:35])=[CH:27]2)=O. (6) Given the product [F:16][C:17]1[CH:22]=[C:21]([S:23][C:24]([F:27])([F:26])[F:25])[CH:20]=[CH:19][C:18]=1[N:28]([CH3:32])[C:29]([NH:8][CH2:7][C:3]1[CH:2]=[N:1][CH:6]=[CH:5][CH:4]=1)=[O:30], predict the reactants needed to synthesize it. The reactants are: [N:1]1[CH:6]=[CH:5][CH:4]=[C:3]([CH2:7][NH2:8])[CH:2]=1.C(N(CC)CC)C.[F:16][C:17]1[CH:22]=[C:21]([S:23][C:24]([F:27])([F:26])[F:25])[CH:20]=[CH:19][C:18]=1[N:28]([CH3:32])[C:29](Cl)=[O:30]. (7) Given the product [C:1]([C:3]1[CH:8]=[CH:7][CH:6]=[CH:5][C:4]=1[NH:9][C:10]1[N:27]=[C:13]2[CH:14]=[N:15][C:16]([C:18]3[CH:19]=[C:20]([CH:24]=[CH:25][CH:26]=3)[C:21]([NH:43][CH:37]3[CH2:42][CH2:41][CH2:40][CH2:39][CH2:38]3)=[O:23])=[CH:17][N:12]2[N:11]=1)#[N:2], predict the reactants needed to synthesize it. The reactants are: [C:1]([C:3]1[CH:8]=[CH:7][CH:6]=[CH:5][C:4]=1[NH:9][C:10]1[N:27]=[C:13]2[CH:14]=[N:15][C:16]([C:18]3[CH:19]=[C:20]([CH:24]=[CH:25][CH:26]=3)[C:21]([OH:23])=O)=[CH:17][N:12]2[N:11]=1)#[N:2].CCN(C(C)C)C(C)C.[CH:37]1([NH2:43])[CH2:42][CH2:41][CH2:40][CH2:39][CH2:38]1.CN(C(ON1N=NC2C=CC=NC1=2)=[N+](C)C)C.F[P-](F)(F)(F)(F)F. (8) Given the product [ClH:6].[CH3:9][N:8]([CH2:10][CH:11]1[CH2:17][CH2:16][CH:15]2[CH:13]([CH2:14]2)[C:12]1([C:19]1[CH:24]=[CH:23][CH:22]=[C:21]([OH:25])[CH:20]=1)[OH:18])[CH3:7], predict the reactants needed to synthesize it. The reactants are: O.C[Si]([Cl:6])(C)C.[CH3:7][N:8]([CH2:10][CH:11]1[CH2:17][CH2:16][CH:15]2[CH:13]([CH2:14]2)[C:12]1([C:19]1[CH:24]=[CH:23][CH:22]=[C:21]([OH:25])[CH:20]=1)[OH:18])[CH3:9]. (9) Given the product [NH2:60][C@H:51]([C:50]([OH:55])=[O:49])[CH2:52][CH2:53][CH2:54][CH2:56][NH2:4], predict the reactants needed to synthesize it. The reactants are: CC1(C)S[C@@H]2[C@H](NC([C@H](N)C3C=CC=CC=3)=O)C(=O)[N:4]2[C@H]1C(O)=O.C[C@@H]1O[C@@H](O[C@H]2[C@H](O)[C@@H](O)[C@H](NC(N)=N)[C@@H](O)[C@@H]2NC(N)=N)[C@H]([O:49][C@@H:50]2[O:55][C@@H:54]([CH2:56]O)[C@H:53](O)[C@@H:52](O)[C@@H:51]2[NH:60]C)[C@@]1(O)C=O.C([O-])(=O)CCCCCCC/C=C\CCCCCCCC.[Na+]. (10) Given the product [NH:51]1[C:52]2[C:48](=[C:47]([C:2]3[C:10]4[C:9]([NH:11][C@H:12]([C:14]5[N:19]([C:20]6[CH:25]=[CH:24][CH:23]=[CH:22][CH:21]=6)[C:18](=[O:26])[C:17]6=[C:27]([CH3:30])[CH:28]=[CH:29][N:16]6[N:15]=5)[CH3:13])=[N:8][CH:7]=[N:6][C:5]=4[N:4]([CH2:31][O:32][CH2:33][CH2:34][Si:35]([CH3:38])([CH3:37])[CH3:36])[CH:3]=3)[CH:55]=[CH:54][CH:53]=2)[CH:49]=[N:50]1, predict the reactants needed to synthesize it. The reactants are: Br[C:2]1[C:10]2[C:9]([NH:11][C@H:12]([C:14]3[N:19]([C:20]4[CH:25]=[CH:24][CH:23]=[CH:22][CH:21]=4)[C:18](=[O:26])[C:17]4=[C:27]([CH3:30])[CH:28]=[CH:29][N:16]4[N:15]=3)[CH3:13])=[N:8][CH:7]=[N:6][C:5]=2[N:4]([CH2:31][O:32][CH2:33][CH2:34][Si:35]([CH3:38])([CH3:37])[CH3:36])[CH:3]=1.CC1(C)C(C)(C)OB([C:47]2[CH:55]=[CH:54][CH:53]=[C:52]3[C:48]=2[CH:49]=[N:50][NH:51]3)O1.C(=O)([O-])[O-].[Na+].[Na+].